Predict the product of the given reaction. From a dataset of Forward reaction prediction with 1.9M reactions from USPTO patents (1976-2016). The product is: [C:44]([O:52][C@@H:53]1[C@@H:58]([O:59][C@@:19]2([C:27]([O:29][CH3:30])=[O:28])[O:18][C@@H:17]([C@H:11]3[C@@H:10]([CH2:9][O:8][CH2:1][C:2]4[CH:3]=[CH:4][CH:5]=[CH:6][CH:7]=4)[O:14][C:13]([CH3:16])([CH3:15])[O:12]3)[C@@H:22]3[NH:23][C:24](=[O:26])[O:25][C@H:21]3[CH2:20]2)[C@@H:57]([OH:60])[C@@H:56]([CH2:61][O:62][CH2:63][C:64]2[CH:69]=[CH:68][CH:67]=[CH:66][CH:65]=2)[O:55][C@H:54]1[S:70][C:71]1[CH:76]=[CH:75][C:74]([CH3:77])=[CH:73][CH:72]=1)(=[O:51])[C:45]1[CH:46]=[CH:47][CH:48]=[CH:49][CH:50]=1. Given the reactants [CH2:1]([O:8][CH2:9][C@H:10]1[O:14][C:13]([CH3:16])([CH3:15])[O:12][C@H:11]1[C@H:17]1[C@@H:22]2[NH:23][C:24](=[O:26])[O:25][C@H:21]2[CH2:20][C@:19](OP(OCCCC)(OCCCC)=O)([C:27]([O:29][CH3:30])=[O:28])[O:18]1)[C:2]1[CH:7]=[CH:6][CH:5]=[CH:4][CH:3]=1.[C:44]([O:52][C@@H:53]1[C@@H:58]([OH:59])[C@@H:57]([OH:60])[C@@H:56]([CH2:61][O:62][CH2:63][C:64]2[CH:69]=[CH:68][CH:67]=[CH:66][CH:65]=2)[O:55][C@H:54]1[S:70][C:71]1[CH:76]=[CH:75][C:74]([CH3:77])=[CH:73][CH:72]=1)(=[O:51])[C:45]1[CH:50]=[CH:49][CH:48]=[CH:47][CH:46]=1.[Si](OS(C(F)(F)F)(=O)=O)(C)(C)C.C(N(CC)CC)C, predict the reaction product.